This data is from Reaction yield outcomes from USPTO patents with 853,638 reactions. The task is: Predict the reaction yield, written as a fraction of the theoretical maximum amount of product (1.0 means a 100% yield; for example, 0.34 means a 34% yield). (1) The reactants are [CH2:1]([NH:8][CH2:9][C:10]1[C:11]([Cl:17])=[N:12][C:13]([Cl:16])=[CH:14][CH:15]=1)[C:2]1[CH:7]=[CH:6][CH:5]=[CH:4][CH:3]=1.C(=O)([O-])[O-].[K+].[K+].[CH2:24](Br)[CH:25]=[CH2:26].O. The catalyst is CN(C=O)C. The product is [CH2:1]([N:8]([CH2:9][C:10]1[C:11]([Cl:17])=[N:12][C:13]([Cl:16])=[CH:14][CH:15]=1)[CH2:26][CH:25]=[CH2:24])[C:2]1[CH:3]=[CH:4][CH:5]=[CH:6][CH:7]=1. The yield is 0.670. (2) The reactants are [Sn](Cl)(Cl)(Cl)Cl.[S:6]1[CH:10]=[CH:9][C:8]2[CH:11]=[C:12]([C:15]3(O)[C:24]4[C:19](=[CH:20][CH:21]=[CH:22][CH:23]=4)[CH2:18][N:17]([CH3:25])[CH2:16]3)[CH:13]=[CH:14][C:7]1=2.C[Si]([C:31]#[N:32])(C)C.C(=O)([O-])[O-].[K+].[K+].O.[F-].[K+]. The catalyst is ClCCl.O. The product is [S:6]1[CH:10]=[CH:9][C:8]2[CH:11]=[C:12]([C:15]3([C:31]#[N:32])[C:24]4[C:19](=[CH:20][CH:21]=[CH:22][CH:23]=4)[CH2:18][N:17]([CH3:25])[CH2:16]3)[CH:13]=[CH:14][C:7]1=2. The yield is 0.0600. (3) The reactants are [F:1][C:2]([F:23])([F:22])[C:3]1[N:8]2[N:9]=[CH:10][CH:11]=[C:7]2[N:6]=[C:5]([C:12]2[CH:17]=[CH:16][C:15]([C:18]([F:21])([F:20])[F:19])=[CH:14][CH:13]=2)[CH:4]=1.CC([O-])=O.[Na+].[I:29]Cl. The catalyst is C(O)(=O)C.O. The product is [I:29][C:11]1[CH:10]=[N:9][N:8]2[C:3]([C:2]([F:1])([F:22])[F:23])=[CH:4][C:5]([C:12]3[CH:13]=[CH:14][C:15]([C:18]([F:21])([F:20])[F:19])=[CH:16][CH:17]=3)=[N:6][C:7]=12. The yield is 1.00. (4) The reactants are [Cl:1][C:2]1[CH:12]=[CH:11][C:5]([C:6]([O:8][CH2:9][CH3:10])=[O:7])=[CH:4][N:3]=1.FC(F)(F)C(OC(=O)C(F)(F)F)=[O:16]. The catalyst is C(#N)C.C([O-])(O)=O.[Na+]. The product is [Cl:1][C:2]1[CH:12]=[CH:11][C:5]([C:6]([O:8][CH2:9][CH3:10])=[O:7])=[CH:4][N+:3]=1[O-:16]. The yield is 0.810. (5) The reactants are [OH:1][CH2:2][C@@H:3]([NH:11][C:12]1[CH:17]=[CH:16][NH:15][C:14](=[O:18])[C:13]=1[C:19]1[NH:23][C:22]2[CH:24]=[C:25]([N:29]3[CH2:34][CH2:33][NH:32][CH2:31][CH2:30]3)[CH:26]=[C:27]([CH3:28])[C:21]=2[N:20]=1)[CH2:4][C:5]1[CH:10]=[CH:9][CH:8]=[CH:7][CH:6]=1.[CH3:35][OH:36]. The catalyst is C(Cl)(=O)C1C=CC=CC=1. The product is [OH:1][CH2:2][C@@H:3]([NH:11][C:12]1[CH:17]=[CH:16][NH:15][C:14](=[O:18])[C:13]=1[C:19]1[NH:23][C:22]2[CH:24]=[C:25]([N:29]3[CH2:30][CH2:31][N:32]([C:35]([C:5]4[CH:10]=[CH:9][CH:8]=[CH:7][CH:6]=4)=[O:36])[CH2:33][CH2:34]3)[CH:26]=[C:27]([CH3:28])[C:21]=2[N:20]=1)[CH2:4][C:5]1[CH:6]=[CH:7][CH:8]=[CH:9][CH:10]=1. The yield is 0.330. (6) The reactants are C[O:2][C:3](=[O:25])[C:4]1[CH:9]=[CH:8][C:7]([O:10][CH2:11][C:12]2[C:13]([C:18]3[CH:23]=[CH:22][C:21]([F:24])=[CH:20][CH:19]=3)=[N:14][O:15][C:16]=2[CH3:17])=[N:6][CH:5]=1.COC(=O)C1C=CC(OCC2C(C3C=CC=C(F)C=3)=NOC=2C)=NC=1. No catalyst specified. The product is [F:24][C:21]1[CH:20]=[CH:19][C:18]([C:13]2[C:12]([CH2:11][O:10][C:7]3[CH:8]=[CH:9][C:4]([C:3]([OH:25])=[O:2])=[CH:5][N:6]=3)=[C:16]([CH3:17])[O:15][N:14]=2)=[CH:23][CH:22]=1. The yield is 0.780.